This data is from Reaction yield outcomes from USPTO patents with 853,638 reactions. The task is: Predict the reaction yield, written as a fraction of the theoretical maximum amount of product (1.0 means a 100% yield; for example, 0.34 means a 34% yield). (1) The reactants are [CH3:1][C:2]1([CH3:16])[C:6]([CH3:8])([CH3:7])[O:5][B:4]([C:9]2[CH:14]=[CH:13][C:12]([OH:15])=[CH:11][CH:10]=2)[O:3]1.C1(P(C2C=CC=CC=2)C2C=CC=CC=2)C=CC=CC=1.O[CH:37]1[CH2:42][CH2:41][CH2:40][N:39]([C:43]([O:45][C:46]([CH3:49])([CH3:48])[CH3:47])=[O:44])[CH2:38]1.N(/C(N1CCCCC1)=O)=N\C(N1CCCCC1)=O. The catalyst is O1CCCC1. The product is [C:46]([O:45][C:43]([N:39]1[CH2:40][CH2:41][CH2:42][CH:37]([O:15][C:12]2[CH:13]=[CH:14][C:9]([B:4]3[O:3][C:2]([CH3:16])([CH3:1])[C:6]([CH3:7])([CH3:8])[O:5]3)=[CH:10][CH:11]=2)[CH2:38]1)=[O:44])([CH3:49])([CH3:47])[CH3:48]. The yield is 0.190. (2) The reactants are [NH2:1][CH2:2][C:3]1[CH:4]=[C:5]2[C:9](=[CH:10][CH:11]=1)[C:8](=[O:12])[N:7]([CH:13]1[CH2:18][CH2:17][C:16](=[O:19])[NH:15][C:14]1=[O:20])[CH2:6]2.S(O)(=O)(=O)C.[F:26][C:27]([F:38])([C:31]1[CH:36]=[CH:35][CH:34]=[CH:33][C:32]=1[CH3:37])[C:28](O)=[O:29].C(N(C(C)C)CC)(C)C.F[P-](F)(F)(F)(F)F.CN(C(N(C)C)=[N+]1C2C(=NC=CC=2)[N+]([O-])=N1)C. The catalyst is CS(C)=O.CN(C)C=O. The product is [O:20]=[C:14]1[CH:13]([N:7]2[CH2:6][C:5]3[C:9](=[CH:10][CH:11]=[C:3]([CH2:2][NH:1][C:28](=[O:29])[C:27]([F:38])([F:26])[C:31]4[CH:36]=[CH:35][CH:34]=[CH:33][C:32]=4[CH3:37])[CH:4]=3)[C:8]2=[O:12])[CH2:18][CH2:17][C:16](=[O:19])[NH:15]1. The yield is 0.636. (3) The reactants are Cl.[Br:2][C:3]1[CH:4]=[C:5]([S:19][C:20]2[CH:29]=[CH:28][C:23]([C:24]([O:26]C)=[O:25])=[CH:22][CH:21]=2)[C:6]([NH:9][C:10]2[S:11][C:12]3[C:17]([N:18]=2)=[CH:16][CH:15]=[CH:14][N:13]=3)=[N:7][CH:8]=1.[OH-].[Na+]. The catalyst is CO. The product is [Br:2][C:3]1[CH:4]=[C:5]([S:19][C:20]2[CH:29]=[CH:28][C:23]([C:24]([OH:26])=[O:25])=[CH:22][CH:21]=2)[C:6]([NH:9][C:10]2[S:11][C:12]3[C:17]([N:18]=2)=[CH:16][CH:15]=[CH:14][N:13]=3)=[N:7][CH:8]=1. The yield is 0.701. (4) The reactants are [Si:1]([O:8][C:9]1[CH:14]=[CH:13][C:12]([C:15](OC)=[C:16]([C:19]#[N:20])[C:17]#[N:18])=[CH:11][CH:10]=1)([C:4]([CH3:7])([CH3:6])[CH3:5])([CH3:3])[CH3:2].Cl.[CH2:24]([O:31][C:32]([N:34]1[CH2:39][CH2:38][CH2:37][CH:36]([NH:40][NH2:41])[CH2:35]1)=[O:33])[C:25]1[CH:30]=[CH:29][CH:28]=[CH:27][CH:26]=1.C(N(CC)CC)C. The catalyst is C(O)C. The product is [NH2:20][C:19]1[N:40]([CH:36]2[CH2:37][CH2:38][CH2:39][N:34]([C:32]([O:31][CH2:24][C:25]3[CH:30]=[CH:29][CH:28]=[CH:27][CH:26]=3)=[O:33])[CH2:35]2)[N:41]=[C:15]([C:12]2[CH:13]=[CH:14][C:9]([O:8][Si:1]([C:4]([CH3:5])([CH3:7])[CH3:6])([CH3:2])[CH3:3])=[CH:10][CH:11]=2)[C:16]=1[C:17]#[N:18]. The yield is 0.890. (5) The reactants are [Br:1][C:2]1[S:6][C:5]([C:7](O)=[O:8])=[CH:4][C:3]=1[CH3:10].C(Cl)(=O)C(Cl)=O.CN(C)C=O.Cl.[CH3:23][NH:24][O:25][CH3:26]. The catalyst is ClCCl.O. The product is [Br:1][C:2]1[S:6][C:5]([C:7]([N:24]([O:25][CH3:26])[CH3:23])=[O:8])=[CH:4][C:3]=1[CH3:10]. The yield is 1.00.